This data is from NCI-60 drug combinations with 297,098 pairs across 59 cell lines. The task is: Regression. Given two drug SMILES strings and cell line genomic features, predict the synergy score measuring deviation from expected non-interaction effect. (1) Drug 1: C1CCN(CC1)CCOC2=CC=C(C=C2)C(=O)C3=C(SC4=C3C=CC(=C4)O)C5=CC=C(C=C5)O. Drug 2: COC1=NC(=NC2=C1N=CN2C3C(C(C(O3)CO)O)O)N. Cell line: HOP-92. Synergy scores: CSS=-1.59, Synergy_ZIP=-1.53, Synergy_Bliss=-9.42, Synergy_Loewe=-10.9, Synergy_HSA=-11.1. (2) Drug 1: CC1=C(C(CCC1)(C)C)C=CC(=CC=CC(=CC(=O)O)C)C. Drug 2: CCCCCOC(=O)NC1=NC(=O)N(C=C1F)C2C(C(C(O2)C)O)O. Cell line: SK-MEL-5. Synergy scores: CSS=2.54, Synergy_ZIP=-1.80, Synergy_Bliss=0.588, Synergy_Loewe=0.619, Synergy_HSA=1.23.